The task is: Predict which catalyst facilitates the given reaction.. This data is from Catalyst prediction with 721,799 reactions and 888 catalyst types from USPTO. (1) Reactant: CO[C:3](=[O:10])[C@@H:4]1[CH2:8][C@H:7]([OH:9])[CH2:6][NH:5]1.C([O-])([O-])=O.[K+].[K+].[Cl:17][C:18]1[CH:19]=[C:20]([N:25]=[C:26]=[O:27])[CH:21]=[C:22]([Cl:24])[CH:23]=1. Product: [Cl:17][C:18]1[CH:19]=[C:20]([N:25]2[C:3](=[O:10])[C@@H:4]3[CH2:8][C@H:7]([OH:9])[CH2:6][N:5]3[C:26]2=[O:27])[CH:21]=[C:22]([Cl:24])[CH:23]=1. The catalyst class is: 3. (2) Reactant: [I:1]I.C(=O)(O)[O-].[Na+].[F:8][C:9]([F:18])([F:17])[C:10]1[CH:11]=[CH:12][C:13]([OH:16])=[CH:14][CH:15]=1.NC(N)=S. Product: [F:8][C:9]([F:17])([F:18])[C:10]1[CH:11]=[C:12]([I:1])[C:13]([OH:16])=[CH:14][CH:15]=1. The catalyst class is: 20. (3) Reactant: [Cl:1][C:2]1[CH:3]=[C:4]([N+:9]([O-:11])=[O:10])[C:5](I)=[N:6][CH:7]=1.C1([Mg]Cl)C=CC=CC=1.[CH3:20][C:21]1[C:26]([CH:27]=[O:28])=[C:25]([CH3:29])[CH:24]=[CH:23][N:22]=1. Product: [Cl:1][C:2]1[CH:3]=[C:4]([N+:9]([O-:11])=[O:10])[C:5]([CH:27]([C:26]2[C:21]([CH3:20])=[N:22][CH:23]=[CH:24][C:25]=2[CH3:29])[OH:28])=[N:6][CH:7]=1. The catalyst class is: 1. (4) Reactant: [C:1]1([CH3:13])[CH:6]=[CH:5][CH:4]=[C:3]([CH2:7][C:8]([O:10][CH2:11][CH3:12])=[O:9])[CH:2]=1.[Li+].C[Si]([N-][Si](C)(C)C)(C)C.[CH3:24][C:25]1[CH:33]=[CH:32][C:28]([C:29](Cl)=[O:30])=[CH:27][CH:26]=1. Product: [O:30]=[C:29]([C:28]1[CH:32]=[CH:33][C:25]([CH3:24])=[CH:26][CH:27]=1)[CH:7]([C:3]1[CH:2]=[C:1]([CH3:13])[CH:6]=[CH:5][CH:4]=1)[C:8]([O:10][CH2:11][CH3:12])=[O:9]. The catalyst class is: 1. (5) Reactant: [CH:1]1([CH2:4][CH2:5][OH:6])[CH2:3][CH2:2]1.C(N(CC)CC)C.[CH3:14][S:15](Cl)(=[O:17])=[O:16].O. Product: [CH3:14][S:15]([O:6][CH2:5][CH2:4][CH:1]1[CH2:3][CH2:2]1)(=[O:17])=[O:16]. The catalyst class is: 13. (6) Reactant: C[O:2][P:3]([C:7]1[CH:8]=[C:9]([C:13]2[CH:18]=[CH:17][C:16]([C@@H:19]3[C@@H:22]([CH2:23][CH2:24][C@H:25]([O:33][Si](C(C)(C)C)(C)C)[C:26]4[CH:31]=[CH:30][C:29]([F:32])=[CH:28][CH:27]=4)[C:21](=[O:41])[N:20]3[C:42]3[CH:47]=[CH:46][CH:45]=[CH:44][CH:43]=3)=[C:15]([OH:48])[CH:14]=2)[CH:10]=[CH:11][CH:12]=1)(=[O:6])[O:4]C.Br[Si](C)(C)C.CO. Product: [F:32][C:29]1[CH:30]=[CH:31][C:26]([C@@H:25]([OH:33])[CH2:24][CH2:23][C@H:22]2[C:21](=[O:41])[N:20]([C:42]3[CH:43]=[CH:44][CH:45]=[CH:46][CH:47]=3)[C@@H:19]2[C:16]2[CH:17]=[CH:18][C:13]([C:9]3[CH:10]=[CH:11][CH:12]=[C:7]([P:3](=[O:2])([OH:4])[OH:6])[CH:8]=3)=[CH:14][C:15]=2[OH:48])=[CH:27][CH:28]=1. The catalyst class is: 4. (7) Product: [CH3:17][N:8]([C:6]1[CH:5]=[CH:4][CH:3]=[C:2]([C:26]2[CH:31]=[CH:30][CH:29]=[CH:28][CH:27]=2)[N:7]=1)[C:9]1[CH:14]=[CH:13][N:12]=[C:11]([S:15][CH3:16])[N:10]=1. The catalyst class is: 718. Reactant: Cl[C:2]1[N:7]=[C:6]([N:8]([CH3:17])[C:9]2[CH:14]=[CH:13][N:12]=[C:11]([S:15][CH3:16])[N:10]=2)[CH:5]=[CH:4][CH:3]=1.CNC1C=CC=C([C:26]2[CH:31]=[CH:30][CH:29]=[CH:28][CH:27]=2)N=1.CC(C)([O-])C.[Na+].C1C=CC(P(C2C(C3C(P(C4C=CC=CC=4)C4C=CC=CC=4)=CC=C4C=3C=CC=C4)=C3C(C=CC=C3)=CC=2)C2C=CC=CC=2)=CC=1.ClC1C=CN=C(SC)N=1.